From a dataset of Catalyst prediction with 721,799 reactions and 888 catalyst types from USPTO. Predict which catalyst facilitates the given reaction. (1) Reactant: [CH3:1][S:2](Cl)(=[O:4])=[O:3].[Cl:6][C:7]1[CH:8]=[C:9]([N:14]2[CH2:19][CH2:18][N:17]([CH2:20][CH2:21][C@@H:22]([OH:25])[CH2:23][OH:24])[C:16](=[O:26])[CH:15]2[CH3:27])[CH:10]=[CH:11][C:12]=1[Cl:13].CC1C=C(C)C=C(C)N=1. Product: [Cl:6][C:7]1[CH:8]=[C:9]([N:14]2[CH2:19][CH2:18][N:17]([CH2:20][CH2:21][C@@H:22]([OH:25])[CH2:23][O:24][S:2]([CH3:1])(=[O:4])=[O:3])[C:16](=[O:26])[CH:15]2[CH3:27])[CH:10]=[CH:11][C:12]=1[Cl:13]. The catalyst class is: 44. (2) Reactant: Cl.Cl.Cl.Cl.[NH2:5][CH2:6][CH2:7][N:8]1[C:16]2[C:15]([NH:17][C:18]3[CH:19]=[C:20]4[C:24](=[CH:25][CH:26]=3)[N:23]([CH2:27][C:28]3[CH:33]=[CH:32][CH:31]=[CH:30][N:29]=3)[CH:22]=[CH:21]4)=[N:14][CH:13]=[N:12][C:11]=2[CH:10]=[CH:9]1.[OH:34][C:35]([CH3:41])([CH3:40])[CH2:36][C:37](O)=[O:38].ON1C2C=CC=CC=2N=N1.Cl.C(N=C=NCCCN(C)C)C. Product: [OH:34][C:35]([CH3:41])([CH3:40])[CH2:36][C:37]([NH:5][CH2:6][CH2:7][N:8]1[C:16]2[C:15]([NH:17][C:18]3[CH:19]=[C:20]4[C:24](=[CH:25][CH:26]=3)[N:23]([CH2:27][C:28]3[CH:33]=[CH:32][CH:31]=[CH:30][N:29]=3)[CH:22]=[CH:21]4)=[N:14][CH:13]=[N:12][C:11]=2[CH:10]=[CH:9]1)=[O:38]. The catalyst class is: 681. (3) Reactant: C(=O)([O-])[O-].[K+].[K+].[O:7]1[CH2:11][CH2:10][CH:9]([CH2:12][NH:13][C:14]([C:16]2[C:20]([C:21]#[C:22][Si](C)(C)C)=[C:19]([CH2:27][O:28][CH2:29][C:30]3[CH:39]=[CH:38][C:37]4[C:32](=[CH:33][CH:34]=[CH:35][CH:36]=4)[CH:31]=3)[O:18][N:17]=2)=[O:15])[CH2:8]1.Cl. Product: [O:7]1[CH2:11][CH2:10][CH:9]([CH2:12][NH:13][C:14]([C:16]2[C:20]([C:21]#[CH:22])=[C:19]([CH2:27][O:28][CH2:29][C:30]3[CH:39]=[CH:38][C:37]4[C:32](=[CH:33][CH:34]=[CH:35][CH:36]=4)[CH:31]=3)[O:18][N:17]=2)=[O:15])[CH2:8]1. The catalyst class is: 5.